From a dataset of Catalyst prediction with 721,799 reactions and 888 catalyst types from USPTO. Predict which catalyst facilitates the given reaction. (1) Reactant: [C:1]([O:5][C:6]([N:8]1[CH2:13][CH2:12][N:11]([S:14]([CH3:17])(=[O:16])=[O:15])[CH:10]([C:18]([OH:20])=[O:19])[CH2:9]1)=[O:7])([CH3:4])([CH3:3])[CH3:2].[C:21]([O-])([O-])=O.[K+].[K+].IC. Product: [CH3:21][O:19][C:18]([CH:10]1[N:11]([S:14]([CH3:17])(=[O:15])=[O:16])[CH2:12][CH2:13][N:8]([C:6]([O:5][C:1]([CH3:4])([CH3:2])[CH3:3])=[O:7])[CH2:9]1)=[O:20]. The catalyst class is: 3. (2) Reactant: C[O:2][C:3](=[O:28])[CH2:4][C:5]1[C:9]2[C:10]([F:27])=[CH:11][C:12]([O:14][CH2:15][C:16]3[C:17]([CH3:26])=[N:18][C:19]([C:22]([F:25])([F:24])[F:23])=[CH:20][CH:21]=3)=[CH:13][C:8]=2[S:7][CH:6]=1.[OH-].[Na+].C1COCC1.Cl. Product: [F:27][C:10]1[C:9]2[C:5]([CH2:4][C:3]([OH:28])=[O:2])=[CH:6][S:7][C:8]=2[CH:13]=[C:12]([O:14][CH2:15][C:16]2[C:17]([CH3:26])=[N:18][C:19]([C:22]([F:23])([F:24])[F:25])=[CH:20][CH:21]=2)[CH:11]=1. The catalyst class is: 72. (3) Reactant: [C:1]([C:3]1[C:4]([NH2:10])=[N:5][C:6]([NH2:9])=[CH:7][CH:8]=1)#[CH:2].[C:11](Cl)(=[N:13][OH:14])[CH3:12].[O:16]([C:23]1[CH:28]=[CH:27][CH:26]=[CH:25][CH:24]=1)[C:17]1[CH:22]=[CH:21][CH:20]=[CH:19][CH:18]=1.C(N(CC)CC)C. Product: [O:16]([C:23]1[CH:24]=[CH:25][C:26]([CH2:12][C:11]2[CH:2]=[C:1]([C:3]3[C:4]([NH2:10])=[N:5][C:6]([NH2:9])=[CH:7][CH:8]=3)[O:14][N:13]=2)=[CH:27][CH:28]=1)[C:17]1[CH:22]=[CH:21][CH:20]=[CH:19][CH:18]=1. The catalyst class is: 7. (4) Reactant: [F:1][C:2]1[CH:7]=[CH:6][C:5]([CH:8]([N:31]2[CH2:36][CH2:35][N:34]([CH:37]([CH3:39])[CH3:38])[CH2:33][CH2:32]2)[CH2:9][N:10]2[CH2:15][CH2:14][N:13]([CH2:16][CH2:17][CH2:18][C:19]3[CH:24]=[CH:23][CH:22]=[CH:21][C:20]=3[C:25]3[CH:30]=[CH:29][CH:28]=[CH:27][CH:26]=3)[CH2:12][CH2:11]2)=[CH:4][CH:3]=1.[ClH:40].O1CCOCC1. Product: [ClH:40].[ClH:40].[ClH:40].[ClH:40].[F:1][C:2]1[CH:3]=[CH:4][C:5]([CH:8]([N:31]2[CH2:32][CH2:33][N:34]([CH:37]([CH3:39])[CH3:38])[CH2:35][CH2:36]2)[CH2:9][N:10]2[CH2:15][CH2:14][N:13]([CH2:16][CH2:17][CH2:18][C:19]3[CH:24]=[CH:23][CH:22]=[CH:21][C:20]=3[C:25]3[CH:26]=[CH:27][CH:28]=[CH:29][CH:30]=3)[CH2:12][CH2:11]2)=[CH:6][CH:7]=1. The catalyst class is: 8.